Dataset: Forward reaction prediction with 1.9M reactions from USPTO patents (1976-2016). Task: Predict the product of the given reaction. (1) Given the reactants CC(=NO)C(C)=NO.[BH4-].[Na+].[CH3:11][C:12]1([CH2:18][O:19][C:20]2[CH:33]=[CH:32][C:23]([CH:24]=[C:25]3[S:29][C:28](=[O:30])[NH:27][C:26]3=[O:31])=[CH:22][CH:21]=2)[CH2:17][CH2:16][CH2:15][CH2:14][CH2:13]1.C(O)(=O)C, predict the reaction product. The product is: [CH3:11][C:12]1([CH2:18][O:19][C:20]2[CH:33]=[CH:32][C:23]([CH2:24][CH:25]3[S:29][C:28](=[O:30])[NH:27][C:26]3=[O:31])=[CH:22][CH:21]=2)[CH2:13][CH2:14][CH2:15][CH2:16][CH2:17]1. (2) Given the reactants [CH2:1]([C:3]1[C:11]2[C:6](=[C:7]([O:15][CH3:16])[CH:8]=[C:9]([C:12]([O-:14])=[O:13])[CH:10]=2)[NH:5][N:4]=1)[CH3:2].[Li+].[OH-], predict the reaction product. The product is: [CH2:1]([C:3]1[C:11]2[C:6](=[C:7]([O:15][CH3:16])[CH:8]=[C:9]([C:12]([OH:14])=[O:13])[CH:10]=2)[NH:5][N:4]=1)[CH3:2]. (3) The product is: [O:27]=[C:22]1[C:21]2[NH:28][CH:29]=[CH:30][C:20]=2[C:19]2[CH:18]=[C:17]([C:1]3[CH:6]=[CH:5][CH:4]=[CH:3][CH:2]=3)[CH:26]=[CH:25][C:24]=2[NH:23]1.[CH2:31]([C:33]([O-:35])=[O:34])[CH3:32]. Given the reactants [C:1]1(B(O)O)[CH:6]=[CH:5][CH:4]=[CH:3][CH:2]=1.C(=O)([O-])[O-].[K+].[K+].Br[C:17]1[CH:26]=[CH:25][C:24]2[NH:23][C:22](=[O:27])[C:21]3[NH:28][CH:29]=[CH:30][C:20]=3[C:19]=2[CH:18]=1.[CH2:31]([C:33]([O-:35])=[O:34])[CH3:32].O, predict the reaction product. (4) Given the reactants [OH:1][C:2]1[CH:11]=[CH:10][CH:9]=[CH:8][C:3]=1[C:4]([NH:6][CH3:7])=[O:5].C(=O)([O-])[O-].[Cs+].[Cs+].[CH2:18]([CH:20]1[O:22][CH2:21]1)Br, predict the reaction product. The product is: [CH3:7][NH:6][C:4](=[O:5])[C:3]1[CH:8]=[CH:9][CH:10]=[CH:11][C:2]=1[O:1][CH2:18][CH:20]1[CH2:21][O:22]1.